From a dataset of Forward reaction prediction with 1.9M reactions from USPTO patents (1976-2016). Predict the product of the given reaction. (1) Given the reactants [CH2:1]([O:3][CH:4]([C:8]1[CH:13]=[CH:12][C:11]([O:14][CH3:15])=[CH:10][C:9]=1[F:16])[C:5]([OH:7])=[O:6])[CH3:2].[CH2:17](O)[CH3:18].CCN=C=NCCCN(C)C, predict the reaction product. The product is: [CH2:17]([O:6][C:5](=[O:7])[CH:4]([O:3][CH2:1][CH3:2])[C:8]1[CH:13]=[CH:12][C:11]([O:14][CH3:15])=[CH:10][C:9]=1[F:16])[CH3:18]. (2) Given the reactants [CH:1]1([CH2:7][CH2:8][CH2:9][C@@H:10]([C:19]2[O:23][N:22]=[C:21]([C:24]([N:26]3[CH2:35][CH2:34][C:33]4[C:28](=[CH:29][CH:30]=[CH:31][CH:32]=4)[CH2:27]3)=[O:25])[N:20]=2)[CH2:11][C:12]([O:14]C(C)(C)C)=[O:13])[CH2:6][CH2:5][CH2:4][CH2:3][CH2:2]1.FC(F)(F)C(O)=O, predict the reaction product. The product is: [CH:1]1([CH2:7][CH2:8][CH2:9][C@@H:10]([C:19]2[O:23][N:22]=[C:21]([C:24]([N:26]3[CH2:35][CH2:34][C:33]4[C:28](=[CH:29][CH:30]=[CH:31][CH:32]=4)[CH2:27]3)=[O:25])[N:20]=2)[CH2:11][C:12]([OH:14])=[O:13])[CH2:2][CH2:3][CH2:4][CH2:5][CH2:6]1. (3) The product is: [F:23][C:21]1[CH:22]=[C:17]([CH:14]2[CH2:13][CH2:12][C:11](=[O:10])[CH2:16][CH2:15]2)[CH:18]=[C:19]([F:24])[CH:20]=1. Given the reactants C1(C)C=CC=CC=1.C1O[C:11]2([CH2:16][CH2:15][CH:14]([C:17]3[CH:22]=[C:21]([F:23])[CH:20]=[C:19]([F:24])[CH:18]=3)[CH2:13][CH2:12]2)[O:10]C1.C(O)=O, predict the reaction product.